Dataset: Catalyst prediction with 721,799 reactions and 888 catalyst types from USPTO. Task: Predict which catalyst facilitates the given reaction. Reactant: [Cl:1][C:2]1[CH:3]=[C:4]([NH:15][C:16]2[C:25]3[C:20](=[CH:21][C:22](F)=[C:23]([O:26][CH3:27])[CH:24]=3)[N:19]=[CH:18][C:17]=2[C:29]#[N:30])[CH:5]=[CH:6][C:7]=1[S:8][C:9]1[N:10]([CH3:14])[CH:11]=[CH:12][N:13]=1.[CH3:31][N:32]([CH3:37])[CH2:33][CH2:34][CH2:35][NH2:36]. Product: [Cl:1][C:2]1[CH:3]=[C:4]([NH:15][C:16]2[C:25]3[C:20](=[CH:21][C:22]([NH:36][CH2:35][CH2:34][CH2:33][N:32]([CH3:37])[CH3:31])=[C:23]([O:26][CH3:27])[CH:24]=3)[N:19]=[CH:18][C:17]=2[C:29]#[N:30])[CH:5]=[CH:6][C:7]=1[S:8][C:9]1[N:10]([CH3:14])[CH:11]=[CH:12][N:13]=1. The catalyst class is: 60.